Dataset: Full USPTO retrosynthesis dataset with 1.9M reactions from patents (1976-2016). Task: Predict the reactants needed to synthesize the given product. (1) Given the product [Cl:1][C:2]1[CH:3]=[CH:4][C:5]([C@@:8]2([CH3:36])[C@:12]([C:14]3[CH:19]=[CH:18][C:17]([Cl:20])=[CH:16][CH:15]=3)([CH3:13])[N:11]([C:21]([N:46]3[CH2:45][CH2:44][N:43]([CH2:42][CH2:41][S:38]([CH3:37])(=[O:39])=[O:40])[CH2:48][CH2:47]3)=[O:22])[C:10]([C:24]3[CH:29]=[CH:28][C:27]([O:30][CH3:31])=[CH:26][C:25]=3[O:32][CH:33]([CH3:35])[CH3:34])=[N:9]2)=[CH:6][CH:7]=1, predict the reactants needed to synthesize it. The reactants are: [Cl:1][C:2]1[CH:7]=[CH:6][C:5]([C:8]2([CH3:36])[C:12]([C:14]3[CH:19]=[CH:18][C:17]([Cl:20])=[CH:16][CH:15]=3)([CH3:13])[N:11]([C:21](Cl)=[O:22])[C:10]([C:24]3[CH:29]=[CH:28][C:27]([O:30][CH3:31])=[CH:26][C:25]=3[O:32][CH:33]([CH3:35])[CH3:34])=[N:9]2)=[CH:4][CH:3]=1.[CH3:37][S:38]([CH2:41][CH2:42][N:43]1[CH2:48][CH2:47][NH:46][CH2:45][CH2:44]1)(=[O:40])=[O:39]. (2) Given the product [C:1]([N:4]([C:17]1[N:22]=[CH:21][C:20]([Cl:23])=[CH:19][N:18]=1)[C:5](=[O:16])[C:6]1[CH:11]=[CH:10][C:9]([C:12]2[CH2:42][C:41]([C:35]3[CH:36]=[C:37]([Cl:40])[C:38]([Cl:39])=[C:33]([Cl:32])[CH:34]=3)([C:43]([F:46])([F:45])[F:44])[O:14][N:13]=2)=[CH:8][C:7]=1[CH3:15])(=[O:3])[CH3:2], predict the reactants needed to synthesize it. The reactants are: [C:1]([N:4]([C:17]1[N:22]=[CH:21][C:20]([Cl:23])=[CH:19][N:18]=1)[C:5](=[O:16])[C:6]1[CH:11]=[CH:10][C:9]([CH:12]=[N:13][OH:14])=[CH:8][C:7]=1[CH3:15])(=[O:3])[CH3:2].ClN1C(=O)CCC1=O.[Cl:32][C:33]1[CH:34]=[C:35]([C:41]([C:43]([F:46])([F:45])[F:44])=[CH2:42])[CH:36]=[C:37]([Cl:40])[C:38]=1[Cl:39].C(=O)([O-])O.[K+]. (3) Given the product [F:1][C:2]1[CH:9]=[CH:8][C:5](/[CH:6]=[C:13](/[N+:10]([O-:12])=[O:11])\[CH3:14])=[CH:4][CH:3]=1, predict the reactants needed to synthesize it. The reactants are: [F:1][C:2]1[CH:9]=[CH:8][C:5]([CH:6]=O)=[CH:4][CH:3]=1.[N+:10]([CH2:13][CH3:14])([O-:12])=[O:11].C(OC)(OC)OC.Cl.CN.C([O-])(=O)C.[K+].